This data is from Full USPTO retrosynthesis dataset with 1.9M reactions from patents (1976-2016). The task is: Predict the reactants needed to synthesize the given product. (1) Given the product [OH:2][C:3]1[C:8]2[C:9]([C:27]3[CH:32]=[CH:31][N:30]=[C:29]([NH2:33])[N:28]=3)=[C:10]3[CH:15]=[CH:14][N:13]=[C:12]([NH:16][S:17]([C:20]4[CH:21]=[CH:22][C:23]([CH3:24])=[CH:25][CH:26]=4)(=[O:18])=[O:19])[N:11]3[C:7]=2[N:6]=[CH:5][CH:4]=1, predict the reactants needed to synthesize it. The reactants are: C[O:2][C:3]1[C:8]2[C:9]([C:27]3[CH:32]=[CH:31][N:30]=[C:29]([NH:33]C(=O)C)[N:28]=3)=[C:10]3[CH:15]=[CH:14][N:13]=[C:12]([NH:16][S:17]([C:20]4[CH:26]=[CH:25][C:23]([CH3:24])=[CH:22][CH:21]=4)(=[O:19])=[O:18])[N:11]3[C:7]=2[N:6]=[CH:5][CH:4]=1.C([O-])(O)=O.[Na+]. (2) The reactants are: [NH2:1][C@@H:2]([C:32]([CH3:35])([CH3:34])[CH3:33])[C:3]([N:5]1[CH2:9][CH2:8][C@@H:7]([N:10]=[N+:11]=[N-:12])[C@H:6]1[C:13]([NH:15][C@@H:16]([CH2:21][C:22]1[CH:31]=[CH:30][C:29]2[C:24](=[CH:25][CH:26]=[CH:27][CH:28]=2)[CH:23]=1)[C:17]([O:19][CH3:20])=[O:18])=[O:14])=[O:4].CN1CCOCC1.N1C2C(=NC=CC=2)N(O)N=1.[C:53]([O:57][C:58]([N:60]([CH3:66])[C@@H:61]([CH3:65])[C:62](O)=[O:63])=[O:59])([CH3:56])([CH3:55])[CH3:54].C(Cl)CCl. Given the product [N:10]([C@@H:7]1[CH2:8][CH2:9][N:5]([C:3](=[O:4])[C@@H:2]([NH:1][C:62](=[O:63])[C@@H:61]([N:60]([C:58]([O:57][C:53]([CH3:56])([CH3:55])[CH3:54])=[O:59])[CH3:66])[CH3:65])[C:32]([CH3:35])([CH3:34])[CH3:33])[C@@H:6]1[C:13]([NH:15][C@@H:16]([CH2:21][C:22]1[CH:31]=[CH:30][C:29]2[C:24](=[CH:25][CH:26]=[CH:27][CH:28]=2)[CH:23]=1)[C:17]([O:19][CH3:20])=[O:18])=[O:14])=[N+:11]=[N-:12], predict the reactants needed to synthesize it. (3) Given the product [NH2:1][CH2:4][CH2:5][C:6]1[CH:11]=[CH:10][C:9]([O:12][CH2:13][CH2:14][CH2:15][CH2:16][CH2:17][CH3:18])=[C:8]([O:19][CH2:20][CH2:21][CH2:22][CH2:23][CH2:24][CH3:25])[CH:7]=1, predict the reactants needed to synthesize it. The reactants are: [N+:1]([CH:4]=[CH:5][C:6]1[CH:11]=[CH:10][C:9]([O:12][CH2:13][CH2:14][CH2:15][CH2:16][CH2:17][CH3:18])=[C:8]([O:19][CH2:20][CH2:21][CH2:22][CH2:23][CH2:24][CH3:25])[CH:7]=1)([O-])=O.[H][H]. (4) Given the product [Br:17][C:18]1[C:26]([S:16][C:9]2[N:10]([CH2:11][CH2:12][CH2:13][C:14]#[CH:15])[C:6]3[CH:5]=[CH:4][N:3]=[C:2]([NH2:1])[C:7]=3[N:8]=2)=[CH:25][C:21]2[O:22][CH2:23][O:24][C:20]=2[CH:19]=1, predict the reactants needed to synthesize it. The reactants are: [NH2:1][C:2]1[C:7]2[NH:8][C:9](=[S:16])[N:10]([CH2:11][CH2:12][CH2:13][C:14]#[CH:15])[C:6]=2[CH:5]=[CH:4][N:3]=1.[Br:17][C:18]1[C:26](I)=[CH:25][C:21]2[O:22][CH2:23][O:24][C:20]=2[CH:19]=1.CC1C=CC2C=CC3C=CC(C)=NC=3C=2N=1.O.O(C(C)(C)C)[Na]. (5) Given the product [Cl:28][C:27]1[C:22]([NH:21][C:15]2[C:14]3[C:19](=[CH:20][C:11]([OH:10])=[CH:12][C:13]=3[O:32][CH:33]3[CH2:34][CH2:35][NH:36][CH2:37][CH2:38]3)[N:18]=[CH:17][N:16]=2)=[C:23]2[O:31][CH2:30][O:29][C:24]2=[CH:25][CH:26]=1, predict the reactants needed to synthesize it. The reactants are: Cl.Cl.C([O:10][C:11]1[CH:20]=[C:19]2[C:14]([C:15]([NH:21][C:22]3[C:27]([Cl:28])=[CH:26][CH:25]=[C:24]4[O:29][CH2:30][O:31][C:23]=34)=[N:16][CH:17]=[N:18]2)=[C:13]([O:32][CH:33]2[CH2:38][CH2:37][N:36](C(OC(C)(C)C)=O)[CH2:35][CH2:34]2)[CH:12]=1)C1C=CC=CC=1.FC(F)(F)C(O)=O. (6) Given the product [F:37][C:31]1[CH:32]=[C:33]([F:36])[CH:34]=[CH:35][C:30]=1[N:27]1[CH2:28][CH2:29][N:24]([C:22]([O:9][CH2:8][C@@H:4]2[O:5][CH2:6][CH2:7][N:2]([CH3:1])[CH2:3]2)=[O:21])[CH2:25][CH2:26]1, predict the reactants needed to synthesize it. The reactants are: [CH3:1][N:2]1[CH2:7][CH2:6][O:5][C@@H:4]([CH2:8][OH:9])[CH2:3]1.[H-].[Na+].[N+](C1C=CC([O:21][C:22]([N:24]2[CH2:29][CH2:28][N:27]([C:30]3[CH:35]=[CH:34][C:33]([F:36])=[CH:32][C:31]=3[F:37])[CH2:26][CH2:25]2)=O)=CC=1)([O-])=O. (7) The reactants are: Br[C:2]1[CH:7]=[CH:6][C:5]([C:8]2[C:13]3[C:14]([CH3:23])=[N:15][N:16]([C:17]4[CH:22]=[CH:21][CH:20]=[CH:19][CH:18]=4)[C:12]=3[N:11]=[C:10]3[N:24]([C:28]4[CH:33]=[CH:32][CH:31]=[CH:30][CH:29]=4)[N:25]=[C:26]([CH3:27])[C:9]=23)=[CH:4][CH:3]=1.[C:34]1([NH:44][C:45]2[CH:50]=[CH:49][CH:48]=[CH:47][CH:46]=2)[C:43]2[C:38](=[CH:39][CH:40]=[CH:41][CH:42]=2)[CH:37]=[CH:36][CH:35]=1.CC(C)([O-])C.[Na+].C(P(C(C)(C)C)C(C)(C)C)(C)(C)C. Given the product [C:34]1([N:44]([C:6]2[CH:7]=[CH:2][CH:3]=[CH:4][C:5]=2[C:8]2[C:13]3[C:14]([CH3:23])=[N:15][N:16]([C:17]4[CH:22]=[CH:21][CH:20]=[CH:19][CH:18]=4)[C:12]=3[N:11]=[C:10]3[N:24]([C:28]4[CH:33]=[CH:32][CH:31]=[CH:30][CH:29]=4)[N:25]=[C:26]([CH3:27])[C:9]=23)[C:45]2[CH:50]=[CH:49][CH:48]=[CH:47][CH:46]=2)[C:43]2[C:38](=[CH:39][CH:40]=[CH:41][CH:42]=2)[CH:37]=[CH:36][CH:35]=1, predict the reactants needed to synthesize it. (8) Given the product [Cl:1][CH2:2][CH2:3][CH2:4][O:5][C:6]1[CH:11]=[CH:10][CH:9]=[CH:8][C:7]=1[NH:12][C:13]1[N:21]=[C:20]([Cl:22])[N:19]=[C:18]2[C:14]=1[N:15]=[CH:16][N:17]2[CH:24]1[CH2:28][CH2:27][CH2:26][CH2:25]1, predict the reactants needed to synthesize it. The reactants are: [Cl:1][CH2:2][CH2:3][CH2:4][O:5][C:6]1[CH:11]=[CH:10][CH:9]=[CH:8][C:7]=1[NH:12][C:13]1[N:21]=[C:20]([Cl:22])[N:19]=[C:18]2[C:14]=1[N:15]=[CH:16][NH:17]2.Br[CH:24]1[CH2:28][CH2:27][CH2:26][CH2:25]1.C(=O)([O-])[O-].[K+].[K+]. (9) Given the product [F:17][C:12]1[CH:13]=[CH:14][CH:15]=[C:16]2[C:11]=1[C:10]([NH2:18])=[N:9][C:8]2([C:19]1[CH:20]=[CH:21][C:22]([O:25][CH3:26])=[CH:23][CH:24]=1)[C:4]1[CH:5]=[CH:6][CH:7]=[C:2]([C:31]2[CH:32]=[N:27][CH:28]=[N:29][CH:30]=2)[CH:3]=1, predict the reactants needed to synthesize it. The reactants are: Br[C:2]1[CH:3]=[C:4]([C:8]2([C:19]3[CH:24]=[CH:23][C:22]([O:25][CH3:26])=[CH:21][CH:20]=3)[C:16]3[C:11](=[C:12]([F:17])[CH:13]=[CH:14][CH:15]=3)[C:10]([NH2:18])=[N:9]2)[CH:5]=[CH:6][CH:7]=1.[N:27]1[CH:32]=[C:31](B(O)O)[CH:30]=[N:29][CH:28]=1.